The task is: Predict the product of the given reaction.. This data is from Forward reaction prediction with 1.9M reactions from USPTO patents (1976-2016). (1) Given the reactants O[CH2:2][CH2:3][NH:4][C:5]([C:7]1[CH:12]=[CH:11][C:10]([CH2:13][CH2:14][CH:15]2[CH2:20][CH2:19][N:18]([C:21]([O:23][C:24]([CH3:27])([CH3:26])[CH3:25])=[O:22])[CH2:17][CH2:16]2)=[CH:9][CH:8]=1)=[O:6].C(Br)(Br)(Br)Br.N1C(C)=CC=CC=1C.C1(P(C2C=CC=CC=2)C2C=CC=CC=2)C=CC=CC=1, predict the reaction product. The product is: [N:4]1([C:5]([C:7]2[CH:8]=[CH:9][C:10]([CH2:13][CH2:14][CH:15]3[CH2:16][CH2:17][N:18]([C:21]([O:23][C:24]([CH3:25])([CH3:27])[CH3:26])=[O:22])[CH2:19][CH2:20]3)=[CH:11][CH:12]=2)=[O:6])[CH2:2][CH2:3]1. (2) Given the reactants O.[OH-].[Li+].[N:4]1([C:9]2[CH:14]=[CH:13][C:12]([C:15]3[CH:16]=[C:17]([C:20]([O:22]C)=[O:21])[S:18][CH:19]=3)=[CH:11][CH:10]=2)[CH:8]=[CH:7][N:6]=[CH:5]1.Cl, predict the reaction product. The product is: [N:4]1([C:9]2[CH:10]=[CH:11][C:12]([C:15]3[CH:16]=[C:17]([C:20]([OH:22])=[O:21])[S:18][CH:19]=3)=[CH:13][CH:14]=2)[CH:8]=[CH:7][N:6]=[CH:5]1.